From a dataset of NCI-60 drug combinations with 297,098 pairs across 59 cell lines. Regression. Given two drug SMILES strings and cell line genomic features, predict the synergy score measuring deviation from expected non-interaction effect. (1) Drug 1: CC1CCC2CC(C(=CC=CC=CC(CC(C(=O)C(C(C(=CC(C(=O)CC(OC(=O)C3CCCCN3C(=O)C(=O)C1(O2)O)C(C)CC4CCC(C(C4)OC)OCCO)C)C)O)OC)C)C)C)OC. Drug 2: C1CCC(C(C1)N)N.C(=O)(C(=O)[O-])[O-].[Pt+4]. Cell line: NCIH23. Synergy scores: CSS=18.5, Synergy_ZIP=1.43, Synergy_Bliss=3.89, Synergy_Loewe=-3.46, Synergy_HSA=3.93. (2) Drug 1: CC1C(C(CC(O1)OC2CC(CC3=C2C(=C4C(=C3O)C(=O)C5=C(C4=O)C(=CC=C5)OC)O)(C(=O)C)O)N)O.Cl. Drug 2: CN(CC1=CN=C2C(=N1)C(=NC(=N2)N)N)C3=CC=C(C=C3)C(=O)NC(CCC(=O)O)C(=O)O. Cell line: RXF 393. Synergy scores: CSS=14.0, Synergy_ZIP=-2.98, Synergy_Bliss=-2.12, Synergy_Loewe=-4.36, Synergy_HSA=-0.752. (3) Drug 1: CCC1(CC2CC(C3=C(CCN(C2)C1)C4=CC=CC=C4N3)(C5=C(C=C6C(=C5)C78CCN9C7C(C=CC9)(C(C(C8N6C=O)(C(=O)OC)O)OC(=O)C)CC)OC)C(=O)OC)O.OS(=O)(=O)O. Drug 2: CC(C)CN1C=NC2=C1C3=CC=CC=C3N=C2N. Cell line: SW-620. Synergy scores: CSS=13.2, Synergy_ZIP=-4.42, Synergy_Bliss=-3.25, Synergy_Loewe=0.193, Synergy_HSA=-0.142. (4) Drug 1: CCCS(=O)(=O)NC1=C(C(=C(C=C1)F)C(=O)C2=CNC3=C2C=C(C=N3)C4=CC=C(C=C4)Cl)F. Drug 2: CC1CCC2CC(C(=CC=CC=CC(CC(C(=O)C(C(C(=CC(C(=O)CC(OC(=O)C3CCCCN3C(=O)C(=O)C1(O2)O)C(C)CC4CCC(C(C4)OC)OCCO)C)C)O)OC)C)C)C)OC. Cell line: A498. Synergy scores: CSS=20.4, Synergy_ZIP=-0.278, Synergy_Bliss=2.36, Synergy_Loewe=-12.1, Synergy_HSA=2.65. (5) Drug 2: CCN(CC)CCCC(C)NC1=C2C=C(C=CC2=NC3=C1C=CC(=C3)Cl)OC. Drug 1: CCC1(CC2CC(C3=C(CCN(C2)C1)C4=CC=CC=C4N3)(C5=C(C=C6C(=C5)C78CCN9C7C(C=CC9)(C(C(C8N6C)(C(=O)OC)O)OC(=O)C)CC)OC)C(=O)OC)O.OS(=O)(=O)O. Cell line: SNB-19. Synergy scores: CSS=18.8, Synergy_ZIP=-5.66, Synergy_Bliss=1.23, Synergy_Loewe=2.27, Synergy_HSA=0.972. (6) Drug 1: C1=CC(=CC=C1CCCC(=O)O)N(CCCl)CCCl. Drug 2: C1=NC2=C(N=C(N=C2N1C3C(C(C(O3)CO)O)O)F)N. Cell line: BT-549. Synergy scores: CSS=13.7, Synergy_ZIP=-9.96, Synergy_Bliss=-7.55, Synergy_Loewe=-8.54, Synergy_HSA=-6.01.